This data is from Full USPTO retrosynthesis dataset with 1.9M reactions from patents (1976-2016). The task is: Predict the reactants needed to synthesize the given product. (1) The reactants are: [CH3:1][C:2]1=[C:3]([CH2:22][C:23]([OH:25])=[O:24])[C:4]2[CH:5]=[C:6]([F:21])[CH:7]=[CH:8][C:9]=2/[C:10]/1=[CH:11]\[C:12]1[CH:13]=[CH:14][C:15]([S+:18]([O-:20])[CH3:19])=[CH:16][CH:17]=1.[NH:26]1[CH:30]=[CH:29][N:28]=[CH:27]1.[CH:31]1[N:35]([CH2:36][O:37][CH2:38][CH2:39][OH:40])[C:34]2[N:41]=[C:42]([NH2:46])[N:43]=[C:44]([OH:45])[C:33]=2[N:32]=1. Given the product [CH:31]1[N:35]([CH2:36][O:37][CH2:38][CH2:39][OH:40])[C:34]2[N:41]=[C:42]([NH2:46])[N:43]=[C:44]([OH:45])[C:33]=2[N:32]=1.[NH:26]1[CH:30]=[CH:29][N:28]=[CH:27]1.[CH3:1][C:2]1=[C:3]([CH2:22][C:23]([OH:25])=[O:24])[C:4]2[CH:5]=[C:6]([F:21])[CH:7]=[CH:8][C:9]=2/[C:10]/1=[CH:11]\[C:12]1[CH:13]=[CH:14][C:15]([S+:18]([O-:20])[CH3:19])=[CH:16][CH:17]=1, predict the reactants needed to synthesize it. (2) The reactants are: [Br:1][C:2]1[S:6][CH:5]=[C:4]([C:7]([OH:9])=O)[CH:3]=1.[F:10][C:11]1[CH:16]=[CH:15][C:14]([CH2:17][CH2:18][NH:19]C)=[CH:13][CH:12]=1.Cl.C(N=C=NCCCN(C)C)C. Given the product [F:10][C:11]1[CH:16]=[CH:15][C:14]([CH2:17][CH2:18][NH:19][C:7]([C:4]2[CH:3]=[C:2]([Br:1])[S:6][CH:5]=2)=[O:9])=[CH:13][CH:12]=1, predict the reactants needed to synthesize it. (3) The reactants are: [C:1]([C:5]1[O:9][N:8]=[C:7]([C:10]2[CH:15]=[C:14](Cl)[C:13]([CH:17]3[CH2:19][CH2:18]3)=[CH:12][N:11]=2)[N:6]=1)([CH3:4])([CH3:3])[CH3:2].[CH3:20][O:21][CH:22]([CH3:26])[CH2:23][CH2:24][OH:25]. Given the product [C:1]([C:5]1[O:9][N:8]=[C:7]([C:10]2[CH:15]=[C:14]([O:25][CH2:24][CH2:23][CH:22]([O:21][CH3:20])[CH3:26])[C:13]([CH:17]3[CH2:19][CH2:18]3)=[CH:12][N:11]=2)[N:6]=1)([CH3:4])([CH3:3])[CH3:2], predict the reactants needed to synthesize it. (4) Given the product [N+:15]([C:3]1[CH:4]=[C:5]([N+:12]([O-:14])=[O:13])[C:6]([C:8]([F:10])([F:11])[F:9])=[CH:7][C:2]=1/[CH:1]=[CH:19]/[N:21]([CH3:23])[CH3:22])([O-:17])=[O:16], predict the reactants needed to synthesize it. The reactants are: [CH3:1][C:2]1[CH:7]=[C:6]([C:8]([F:11])([F:10])[F:9])[C:5]([N+:12]([O-:14])=[O:13])=[CH:4][C:3]=1[N+:15]([O-:17])=[O:16].C[C:19]([N:21]([CH3:23])[CH3:22])=O. (5) Given the product [CH3:1][O:2][C:3](=[O:4])[CH:5]([NH:6][S:9]([C:12]1[CH:13]=[CH:14][C:15]([O:18][CH2:19][C:20]2[CH:25]=[CH:24][CH:23]=[CH:22][CH:21]=2)=[CH:16][CH:17]=1)(=[O:11])=[O:10])[CH:7]([O:32][CH2:31][CH2:30][Br:35])[CH3:8], predict the reactants needed to synthesize it. The reactants are: [CH3:1][O:2][C:3]([CH:5]1[CH:7]([CH3:8])[N:6]1[S:9]([C:12]1[CH:17]=[CH:16][C:15]([O:18][CH2:19][C:20]2[CH:25]=[CH:24][CH:23]=[CH:22][CH:21]=2)=[CH:14][CH:13]=1)(=[O:11])=[O:10])=[O:4].B(F)(F)F.[CH3:30][CH2:31][O:32]CC.[Br:35]C(O)C. (6) Given the product [NH2:20][CH2:19][CH2:18][CH:28]([O:29][CH2:30][CH3:35])[O:36][CH2:37][CH3:42], predict the reactants needed to synthesize it. The reactants are: FC(F)(C[CH2:18][CH2:19][N:20]1C(=O)C=CC1=O)C(F)(F)C(F)(C1C=CC=CC=1)C([O-])=O.[C:28](=O)([O:36][C:37]1[CH:42]=CC=CN=1)[O:29][C:30]1[CH:35]=CC=CN=1. (7) Given the product [Cl:22][CH2:23][C:24]([NH:14][C:11]1[CH:12]=[CH:13][N:9]([C:4]2[CH:5]=[CH:6][C:7]([Cl:8])=[C:2]([Cl:1])[CH:3]=2)[N:10]=1)=[O:25], predict the reactants needed to synthesize it. The reactants are: [Cl:1][C:2]1[CH:3]=[C:4]([N:9]2[CH:13]=[CH:12][C:11]([NH2:14])=[N:10]2)[CH:5]=[CH:6][C:7]=1[Cl:8].C(N(CC)CC)C.[Cl:22][CH2:23][C:24](Cl)=[O:25].O.